From a dataset of Full USPTO retrosynthesis dataset with 1.9M reactions from patents (1976-2016). Predict the reactants needed to synthesize the given product. (1) Given the product [F:1][C:2]1[CH:7]=[CH:6][CH:5]=[CH:4][C:3]=1[S:8]([N:19]1[CH2:24][CH2:23][CH:22]([CH2:25][N:26]2[C:34]3[C:29](=[CH:30][C:31]([C:35]4[CH:36]=[N:37][N:38]([CH:40]5[CH2:45][CH2:44][CH2:43][CH2:42][O:41]5)[CH:39]=4)=[CH:32][CH:33]=3)[CH:28]=[CH:27]2)[CH2:21][CH2:20]1)(=[O:10])=[O:9], predict the reactants needed to synthesize it. The reactants are: [F:1][C:2]1[CH:7]=[CH:6][CH:5]=[CH:4][C:3]=1[S:8](Cl)(=[O:10])=[O:9].C(N(CC)CC)C.[NH:19]1[CH2:24][CH2:23][CH:22]([CH2:25][N:26]2[C:34]3[C:29](=[CH:30][C:31]([C:35]4[CH:36]=[N:37][N:38]([CH:40]5[CH2:45][CH2:44][CH2:43][CH2:42][O:41]5)[CH:39]=4)=[CH:32][CH:33]=3)[CH:28]=[CH:27]2)[CH2:21][CH2:20]1.CO. (2) Given the product [Cl:1][C:2]1[CH:3]=[C:4]([N:10]2[C:14]([CH3:15])=[C:13]([CH2:16][C:17]3[CH:18]=[C:19]([CH:23]=[CH:24][CH:25]=3)[C:20]([N:28]([CH3:29])[CH3:27])=[O:21])[C:12]([CH3:26])=[N:11]2)[CH:5]=[CH:6][C:7]=1[C:8]#[N:9], predict the reactants needed to synthesize it. The reactants are: [Cl:1][C:2]1[CH:3]=[C:4]([N:10]2[C:14]([CH3:15])=[C:13]([CH2:16][C:17]3[CH:18]=[C:19]([CH:23]=[CH:24][CH:25]=3)[C:20](O)=[O:21])[C:12]([CH3:26])=[N:11]2)[CH:5]=[CH:6][C:7]=1[C:8]#[N:9].[CH3:27][NH:28][CH3:29].C1COCC1. (3) Given the product [CH3:29][O:30][C:31]1[CH:32]=[C:33]([CH:36]=[CH:37][CH:38]=1)[CH2:34][O:25][C:22]1[CH:23]=[CH:24][C:19]([CH2:18][C:15]2[CH:14]=[C:13]([C:12]3[C:7]([NH2:6])=[N:8][C:9]([NH2:26])=[CH:10][CH:11]=3)[O:17][N:16]=2)=[CH:20][CH:21]=1, predict the reactants needed to synthesize it. The reactants are: O1CCCC1.[NH2:6][C:7]1[C:12]([C:13]2[O:17][N:16]=[C:15]([CH2:18][C:19]3[CH:24]=[CH:23][C:22]([OH:25])=[CH:21][CH:20]=3)[CH:14]=2)=[CH:11][CH:10]=[C:9]([NH2:26])[N:8]=1.[OH-].[Na+].[CH3:29][O:30][C:31]1[CH:32]=[C:33]([CH:36]=[CH:37][CH:38]=1)[CH2:34]Cl. (4) Given the product [N+:8]([C:3]1[CH:4]=[CH:5][CH:6]=[CH:7][C:2]=1[O:22][C:21]1[N:17]([C:11]2[CH:16]=[CH:15][CH:14]=[CH:13][CH:12]=2)[N:18]=[CH:19][CH:20]=1)([O-:10])=[O:9], predict the reactants needed to synthesize it. The reactants are: F[C:2]1[CH:7]=[CH:6][CH:5]=[CH:4][C:3]=1[N+:8]([O-:10])=[O:9].[C:11]1([N:17]2[C:21](=[O:22])[CH2:20][CH:19]=[N:18]2)[CH:16]=[CH:15][CH:14]=[CH:13][CH:12]=1.C(=O)([O-])[O-].[K+].[K+].O. (5) Given the product [C:1]1([N:7]2[CH2:8][CH2:9][C:10]([CH2:20][NH:21][C:22]([NH:24][C:25]3[C:30]([CH:31]([CH3:33])[CH3:32])=[CH:29][C:28]([NH2:34])=[CH:27][C:26]=3[CH:42]([CH3:43])[CH3:44])=[O:23])([C:13]3[CH:18]=[CH:17][CH:16]=[C:15]([O:19][CH2:52][CH2:53][CH2:54][OH:55])[CH:14]=3)[CH2:11][CH2:12]2)[CH:2]=[CH:3][CH:4]=[CH:5][CH:6]=1, predict the reactants needed to synthesize it. The reactants are: [C:1]1([N:7]2[CH2:12][CH2:11][C:10]([CH2:20][NH:21][C:22]([NH:24][C:25]3[C:30]([CH:31]([CH3:33])[CH3:32])=[CH:29][C:28]([NH:34]C(OC(C)(C)C)=O)=[CH:27][C:26]=3[CH:42]([CH3:44])[CH3:43])=[O:23])([C:13]3[CH:18]=[CH:17][CH:16]=[C:15]([OH:19])[CH:14]=3)[CH2:9][CH2:8]2)[CH:6]=[CH:5][CH:4]=[CH:3][CH:2]=1.C(=O)([O-])[O-].[K+].[K+].Br[CH2:52][CH2:53][CH2:54][O:55]CC1C=CC=CC=1.O. (6) Given the product [F:1][C:2]1[CH:3]=[CH:4][C:5]([CH2:6][N:7]2[CH2:8][CH2:9][C:10]3[CH:11]=[C:12]4[C:16](=[CH:17][C:18]=3[NH:19][C:53]2=[O:54])[N:15]([C:20]([C:21]2[CH:26]=[CH:25][CH:24]=[CH:23][CH:22]=2)([C:27]2[CH:28]=[CH:29][CH:30]=[CH:31][CH:32]=2)[C:33]2[CH:34]=[CH:35][CH:36]=[CH:37][CH:38]=2)[N:14]=[CH:13]4)=[CH:39][CH:40]=1, predict the reactants needed to synthesize it. The reactants are: [F:1][C:2]1[CH:40]=[CH:39][C:5]([CH2:6][NH:7][CH2:8][CH2:9][C:10]2[CH:11]=[C:12]3[C:16](=[CH:17][C:18]=2[NH2:19])[N:15]([C:20]([C:33]2[CH:38]=[CH:37][CH:36]=[CH:35][CH:34]=2)([C:27]2[CH:32]=[CH:31][CH:30]=[CH:29][CH:28]=2)[C:21]2[CH:26]=[CH:25][CH:24]=[CH:23][CH:22]=2)[N:14]=[CH:13]3)=[CH:4][CH:3]=1.CCN(CC)CC.C1N=CN([C:53](N2C=NC=C2)=[O:54])C=1.O. (7) Given the product [NH2:39][CH:40]([CH2:41][CH3:42])[C:43]([NH:1][C:2]1[CH:7]=[CH:6][C:5]([S:8][C:9]2[CH:24]=[CH:23][C:12]([C:13]([NH:15][C:16]3[CH:17]=[CH:18][C:19]([Br:22])=[CH:20][CH:21]=3)=[O:14])=[CH:11][C:10]=2[NH:25][C:26]2[C:27]3[CH:35]=[CH:34][C:33]([CH:36]([CH3:38])[CH3:37])=[N:32][C:28]=3[N:29]=[CH:30][N:31]=2)=[CH:4][CH:3]=1)=[O:44], predict the reactants needed to synthesize it. The reactants are: [NH2:1][C:2]1[CH:7]=[CH:6][C:5]([S:8][C:9]2[CH:24]=[CH:23][C:12]([C:13]([NH:15][C:16]3[CH:21]=[CH:20][C:19]([Br:22])=[CH:18][CH:17]=3)=[O:14])=[CH:11][C:10]=2[NH:25][C:26]2[C:27]3[CH:35]=[CH:34][C:33]([CH:36]([CH3:38])[CH3:37])=[N:32][C:28]=3[N:29]=[CH:30][N:31]=2)=[CH:4][CH:3]=1.[NH:39](C(OC(C)(C)C)=O)[C@H:40]([C:43](O)=[O:44])[CH2:41][CH3:42].C(OP(ON1C(=O)C2C=CC=CC=2N=N1)(OCC)=O)C.C(N(CC)CC)C.C(=O)([O-])[O-].[Na+].[Na+]. (8) Given the product [CH3:14][O:13][CH2:12][CH2:11][O:10][CH2:9][C:8]([C:7]1[CH:6]=[CH:5][C:4]([NH2:17])=[CH:3][C:2]=1[OH:1])([CH3:16])[CH3:15], predict the reactants needed to synthesize it. The reactants are: [OH:1][C:2]1[CH:3]=[C:4]([NH:17]C(=O)C)[CH:5]=[CH:6][C:7]=1[C:8]([CH3:16])([CH3:15])[CH2:9][O:10][CH2:11][CH2:12][O:13][CH3:14].Cl.C([O-])([O-])=O.[Na+].[Na+]. (9) Given the product [C:12]([C:16]1[CH:17]=[CH:18][C:19]([CH2:20][NH:21][C:2]2[C:11]3[C:6](=[CH:7][CH:8]=[CH:9][CH:10]=3)[N:5]=[CH:4][N:3]=2)=[CH:22][CH:23]=1)([CH3:15])([CH3:13])[CH3:14], predict the reactants needed to synthesize it. The reactants are: Cl[C:2]1[C:11]2[C:6](=[CH:7][CH:8]=[CH:9][CH:10]=2)[N:5]=[CH:4][N:3]=1.[C:12]([C:16]1[CH:23]=[CH:22][C:19]([CH2:20][NH2:21])=[CH:18][CH:17]=1)([CH3:15])([CH3:14])[CH3:13].C(N(CC)C(C)C)(C)C.FC(F)(F)C(O)=O.